This data is from Forward reaction prediction with 1.9M reactions from USPTO patents (1976-2016). The task is: Predict the product of the given reaction. (1) The product is: [Cl:1][C:2]1[N:3]=[C:4]2[CH:12]=[C:11]([Cl:13])[CH:10]=[N:9][C:5]2=[N:6][C:7]=1[N:18]1[CH2:19][C@@H:14]2[CH2:20][C@H:17]1[CH2:16][N:15]2[C:21]([O:23][C:24]([CH3:27])([CH3:26])[CH3:25])=[O:22]. Given the reactants [Cl:1][C:2]1[N:3]=[C:4]2[CH:12]=[C:11]([Cl:13])[CH:10]=[N:9][C:5]2=[N:6][C:7]=1Cl.[C@H:14]12[CH2:20][C@H:17]([NH:18][CH2:19]1)[CH2:16][N:15]2[C:21]([O:23][C:24]([CH3:27])([CH3:26])[CH3:25])=[O:22], predict the reaction product. (2) Given the reactants [Cl:1][C:2]1[CH:3]=[CH:4][C:5]2[O:9][CH2:8][C:7](=O)[C:6]=2[CH:11]=1.[C:12]([CH:15]=P(C1C=CC=CC=1)(C1C=CC=CC=1)C1C=CC=CC=1)([OH:14])=[O:13].[C:35]1(C)C=CC=C[CH:36]=1, predict the reaction product. The product is: [CH2:35]([O:14][C:12](=[O:13])[CH2:15][C:7]1[C:6]2[CH:11]=[C:2]([Cl:1])[CH:3]=[CH:4][C:5]=2[O:9][CH:8]=1)[CH3:36]. (3) Given the reactants Br[C:2]1[N:7]=[C:6]([C:8]([C:11]2[CH:16]=[CH:15][CH:14]=[C:13](Br)[N:12]=2)([F:10])[CH3:9])[CH:5]=[CH:4][CH:3]=1.[C:18]1(B(O)O)[CH:23]=[CH:22][CH:21]=[CH:20][CH:19]=1.[F-].[K+], predict the reaction product. The product is: [C:18]1([C:2]2[N:7]=[C:6]([C:8]([C:11]3[CH:16]=[CH:15][CH:14]=[C:13]([C:18]4[CH:23]=[CH:22][CH:21]=[CH:20][CH:19]=4)[N:12]=3)([F:10])[CH3:9])[CH:5]=[CH:4][CH:3]=2)[CH:23]=[CH:22][CH:21]=[CH:20][CH:19]=1. (4) Given the reactants [CH:1]([C:4]1[CH:13]=[C:12]2[C:7]([C:8](=[O:20])[N:9]([NH:15][S:16]([CH3:19])(=[O:18])=[O:17])[C:10](=[O:14])[NH:11]2)=[CH:6][C:5]=1[C:21]1[N:22]([CH3:26])[N:23]=[CH:24][CH:25]=1)([CH3:3])[CH3:2].Cl[C:28]([O:30][CH2:31][CH:32]([CH3:34])[CH3:33])=[O:29], predict the reaction product. The product is: [CH2:31]([O:30][C:28](=[O:29])[N:15]([N:9]1[C:8](=[O:20])[C:7]2[C:12](=[CH:13][C:4]([CH:1]([CH3:3])[CH3:2])=[C:5]([C:21]3[N:22]([CH3:26])[N:23]=[CH:24][CH:25]=3)[CH:6]=2)[NH:11][C:10]1=[O:14])[S:16]([CH3:19])(=[O:17])=[O:18])[CH:32]([CH3:34])[CH3:33].